Dataset: Forward reaction prediction with 1.9M reactions from USPTO patents (1976-2016). Task: Predict the product of the given reaction. (1) Given the reactants [F:1][C:2]1[CH:7]=[CH:6][C:5]([N:8]2[CH2:13][CH2:12][N:11]([CH2:14][CH2:15][CH2:16][N:17]3[CH2:23][CH2:22][C:21](=[O:24])[C:20]4=[CH:25][N:26]([CH3:28])[CH:27]=[C:19]4[S:18]3(=[O:30])=[O:29])[CH2:10][CH2:9]2)=[CH:4][CH:3]=1.[BH4-].[Na+].O, predict the reaction product. The product is: [F:1][C:2]1[CH:3]=[CH:4][C:5]([N:8]2[CH2:13][CH2:12][N:11]([CH2:14][CH2:15][CH2:16][N:17]3[CH2:23][CH2:22][CH:21]([OH:24])[C:20]4=[CH:25][N:26]([CH3:28])[CH:27]=[C:19]4[S:18]3(=[O:30])=[O:29])[CH2:10][CH2:9]2)=[CH:6][CH:7]=1. (2) Given the reactants [OH:1][C:2]1[CH:3]=[CH:4][C:5]([C:8]([O:10]C)=[O:9])=[N:6][CH:7]=1.[O:12]1[CH:16]=[CH:15][N:14]=[C:13]1[CH2:17]O, predict the reaction product. The product is: [O:12]1[CH:16]=[CH:15][N:14]=[C:13]1[CH2:17][O:1][C:2]1[CH:3]=[CH:4][C:5]([C:8]([OH:10])=[O:9])=[N:6][CH:7]=1.